Predict the product of the given reaction. From a dataset of Forward reaction prediction with 1.9M reactions from USPTO patents (1976-2016). (1) Given the reactants [C:1]1([CH2:7][C:8]([N:10]2[CH2:15][CH2:14][N:13](C(OC(C)(C)C)=O)[CH2:12][CH2:11]2)=[O:9])[CH:6]=[CH:5][CH:4]=[CH:3][CH:2]=1.FC(F)(F)C(O)=O, predict the reaction product. The product is: [C:1]1([CH2:7][C:8]([N:10]2[CH2:11][CH2:12][NH:13][CH2:14][CH2:15]2)=[O:9])[CH:6]=[CH:5][CH:4]=[CH:3][CH:2]=1. (2) Given the reactants [F:1][C:2]1[CH:7]=[C:6](I)[CH:5]=[CH:4][C:3]=1[NH:9][S:10]([CH3:13])(=[O:12])=[O:11].[C:14]([Zn]C#N)#[N:15], predict the reaction product. The product is: [C:14]([C:6]1[CH:5]=[CH:4][C:3]([NH:9][S:10]([CH3:13])(=[O:12])=[O:11])=[C:2]([F:1])[CH:7]=1)#[N:15].